Dataset: Full USPTO retrosynthesis dataset with 1.9M reactions from patents (1976-2016). Task: Predict the reactants needed to synthesize the given product. (1) Given the product [OH:45][CH2:41][CH2:42][C:11]([C:7]1[CH:8]=[CH:9][CH:10]=[C:5]([O:4][CH3:3])[CH:6]=1)([CH2:23][CH2:22][OH:21])[C:12]#[N:13], predict the reactants needed to synthesize it. The reactants are: [H-].[Na+].[CH3:3][O:4][C:5]1[CH:6]=[C:7]([CH2:11][C:12]#[N:13])[CH:8]=[CH:9][CH:10]=1.[Si]([O:21][CH2:22][CH2:23]Br)(C(C)(C)C)(C)C.[F-].C([N+](CC[CH2:41][CH3:42])(CCCC)CCCC)CCC.CS(C)=[O:45]. (2) Given the product [OH:31][C:28]1[N:27]([C:32]2[CH:37]=[CH:36][C:35]([O:38][CH3:39])=[C:34]([N:40]([CH3:44])[CH2:41][CH2:42][CH3:43])[CH:33]=2)[C:26]([C:10]2[CH:11]=[C:12]([CH:23]([CH3:24])[CH3:25])[C:13]([OH:15])=[CH:14][C:9]=2[OH:8])=[N:30][N:29]=1, predict the reactants needed to synthesize it. The reactants are: C([O:8][C:9]1[CH:14]=[C:13]([O:15]CC2C=CC=CC=2)[C:12]([CH:23]([CH3:25])[CH3:24])=[CH:11][C:10]=1[C:26]1[N:27]([C:32]2[CH:37]=[CH:36][C:35]([O:38][CH3:39])=[C:34]([N:40]([CH3:44])[CH2:41][CH2:42][CH3:43])[CH:33]=2)[C:28]([OH:31])=[N:29][N:30]=1)C1C=CC=CC=1. (3) Given the product [CH3:1][O:2][C:3](=[O:12])[C:4]1[CH:9]=[CH:8][C:7]([CH2:10][C:15]([OH:17])=[O:16])=[CH:6][CH:5]=1, predict the reactants needed to synthesize it. The reactants are: [CH3:1][O:2][C:3](=[O:12])[C:4]1[CH:9]=[CH:8][C:7]([CH2:10]Br)=[CH:6][CH:5]=1.[I-].[K+].[CH:15]([OH:17])=[O:16]. (4) The reactants are: [CH:1]([C:4]1[CH:8]=[CH:7][NH:6][N:5]=1)([CH3:3])[CH3:2].[OH-].[Na+].[Br:11]Br. Given the product [Br:11][C:8]1[C:4]([CH:1]([CH3:3])[CH3:2])=[N:5][NH:6][CH:7]=1, predict the reactants needed to synthesize it. (5) Given the product [F:35][C:33]1[CH:34]=[C:29]([CH:30]=[C:31]([CH:36]([NH:38][C:7]([C:6]2[S:5][C:4]3[CH:10]=[CH:11][CH:12]=[CH:13][C:3]=3[C:2]=2[CH3:1])=[O:9])[CH3:37])[CH:32]=1)[O:28][C:25]1[CH:26]=[CH:27][C:22]([O:21][C:18]([CH3:19])([CH3:20])[C:17]([OH:40])=[O:16])=[C:23]([CH3:39])[CH:24]=1, predict the reactants needed to synthesize it. The reactants are: [CH3:1][C:2]1[C:3]2[CH:13]=[CH:12][CH:11]=[CH:10][C:4]=2[S:5][C:6]=1[C:7]([OH:9])=O.C([O:16][C:17](=[O:40])[C:18]([O:21][C:22]1[CH:27]=[CH:26][C:25]([O:28][C:29]2[CH:34]=[C:33]([F:35])[CH:32]=[C:31]([CH:36]([NH2:38])[CH3:37])[CH:30]=2)=[CH:24][C:23]=1[CH3:39])([CH3:20])[CH3:19])C. (6) Given the product [CH2:1]([N:3]1[CH2:8][CH2:7][N:6]([C:9]2[N:14]=[CH:13][C:12]([NH:15]/[CH:16]=[C:17]3\[C:18](=[O:29])[NH:19][C:20](=[O:28])[C:21]4[C:26]\3=[CH:25][C:24]([C:32]3[CH:33]=[CH:34][O:30][CH:31]=3)=[CH:23][CH:22]=4)=[CH:11][CH:10]=2)[CH2:5][CH2:4]1)[CH3:2], predict the reactants needed to synthesize it. The reactants are: [CH2:1]([N:3]1[CH2:8][CH2:7][N:6]([C:9]2[N:14]=[CH:13][C:12]([NH:15]/[CH:16]=[C:17]3\[C:18](=[O:29])[NH:19][C:20](=[O:28])[C:21]4[C:26]\3=[CH:25][C:24](I)=[CH:23][CH:22]=4)=[CH:11][CH:10]=2)[CH2:5][CH2:4]1)[CH3:2].[O:30]1[CH:34]=[CH:33][C:32](B(O)O)=[CH:31]1.C(=O)([O-])[O-].[Cs+].[Cs+].P(C(C)(C)C)(C(C)(C)C)C(C)(C)C. (7) Given the product [C:73]([C:76]1[C:84]2[C:79](=[CH:80][CH:81]=[CH:82][CH:83]=2)[N:78]([CH2:85][C:12]([NH:11][C@H:10]([C:25]2[C:30]([C:31]3[CH:32]=[C:33]([CH:37]=[CH:38][CH:39]=3)[C:34]([NH2:36])=[O:35])=[CH:29][CH:28]=[CH:27][N:26]=2)[CH2:9][C:4]2[CH:3]=[C:2]([F:1])[CH:7]=[C:6]([F:8])[CH:5]=2)=[O:24])[CH:77]=1)(=[O:75])[CH3:74], predict the reactants needed to synthesize it. The reactants are: [F:1][C:2]1[CH:3]=[C:4]([CH2:9][C@@H:10]([C:25]2[C:30]([C:31]3[CH:32]=[C:33]([CH:37]=[CH:38][CH:39]=3)[C:34]([NH2:36])=[O:35])=[CH:29][CH:28]=[CH:27][N:26]=2)[NH:11][C:12](=[O:24])CC2C3C(=CC=C(F)C=3)NC=2)[CH:5]=[C:6]([F:8])[CH:7]=1.FC(F)(F)C(O)=O.N[C@H](C1C(C2C=C(C=CC=2)C(N)=O)=CC=CN=1)CC1C=C(F)C=C(F)C=1.[C:73]([C:76]1[C:84]2[C:79](=[CH:80][CH:81]=[CH:82][CH:83]=2)[N:78]([CH2:85]C(O)=O)[CH:77]=1)(=[O:75])[CH3:74].